Dataset: Reaction yield outcomes from USPTO patents with 853,638 reactions. Task: Predict the reaction yield, written as a fraction of the theoretical maximum amount of product (1.0 means a 100% yield; for example, 0.34 means a 34% yield). (1) The reactants are [O:1]=[C:2]([C:9]1[CH:14]=[CH:13][CH:12]=[CH:11][C:10]=1[C:15]([F:18])([F:17])[F:16])[CH2:3][C:4]([O:6][CH2:7][CH3:8])=[O:5].S(Cl)([Cl:22])(=O)=O. The catalyst is C(OCC)C. The product is [Cl:22][CH:3]([C:2](=[O:1])[C:9]1[CH:14]=[CH:13][CH:12]=[CH:11][C:10]=1[C:15]([F:16])([F:17])[F:18])[C:4]([O:6][CH2:7][CH3:8])=[O:5]. The yield is 0.640. (2) No catalyst specified. The reactants are [CH3:1][O:2][C:3](=[O:57])[NH:4][CH:5]([C:9]([N:11]1[CH:16]([C:17]2[NH:18][C:19]([C:22]3[CH:27]=[CH:26][C:25]([C:28]4[CH:33]=[CH:32][C:31]([C:34]5[NH:35][C:36]([CH:39]6[CH:44]7[CH2:45][CH:41]([CH2:42][CH2:43]7)[N:40]6[C:46](=[O:56])[CH:47]([NH:51][C:52]([O:54][CH3:55])=[O:53])[CH:48]([CH3:50])[CH3:49])=[N:37][CH:38]=5)=[CH:30][CH:29]=4)=[CH:24][CH:23]=3)=[CH:20][N:21]=2)[CH2:15][CH:14]2[CH:12]1[CH2:13]2)=[O:10])[CH:6]([CH3:8])[CH3:7].[C:58](OC(N1C(C2NC(C3C=CC(Br)=CC=3)=CN=2)CC2C1C2)=O)(C)(C)[CH3:59]. The product is [CH3:1][O:2][C:3](=[O:57])[NH:4][CH:5]([C:9]([N:11]1[CH:16]([C:17]2[NH:18][C:19]3[C:22]4[C:27]([CH:58]=[CH:59][C:20]=3[N:21]=2)=[CH:26][C:25]([C:28]2[CH:33]=[CH:32][C:31]([C:34]3[NH:35][C:36]([CH:39]5[CH:44]6[CH2:45][CH:41]([CH2:42][CH2:43]6)[N:40]5[C:46](=[O:56])[CH:47]([NH:51][C:52]([O:54][CH3:55])=[O:53])[CH:48]([CH3:50])[CH3:49])=[N:37][CH:38]=3)=[CH:30][CH:29]=2)=[CH:24][CH:23]=4)[CH2:15][CH:14]2[CH:12]1[CH2:13]2)=[O:10])[CH:6]([CH3:8])[CH3:7]. The yield is 0.450. (3) The reactants are [C:1]1([N:7]2[CH2:12][CH2:11][N:10]([CH2:13][CH2:14][NH2:15])[CH2:9][CH2:8]2)[CH:6]=[CH:5][CH:4]=[CH:3][CH:2]=1.[CH3:16][C:17]1[N:21]([C:22]2[CH:27]=[CH:26][CH:25]=[CH:24][CH:23]=2)[N:20]=[C:19]([CH:28]=O)[CH:18]=1. No catalyst specified. The product is [CH3:16][C:17]1[N:21]([C:22]2[CH:23]=[CH:24][CH:25]=[CH:26][CH:27]=2)[N:20]=[C:19]([CH2:28][NH:15][CH2:14][CH2:13][N:10]2[CH2:9][CH2:8][N:7]([C:1]3[CH:2]=[CH:3][CH:4]=[CH:5][CH:6]=3)[CH2:12][CH2:11]2)[CH:18]=1. The yield is 0.469.